Dataset: Catalyst prediction with 721,799 reactions and 888 catalyst types from USPTO. Task: Predict which catalyst facilitates the given reaction. (1) Reactant: [CH3:1][C:2]1[N:3]=[C:4]([C:9]2[CH:14]=[CH:13][CH:12]=[C:11]([C:15]([F:18])([F:17])[F:16])[CH:10]=2)[S:5][C:6]=1[CH2:7]O.C(Br)(Br)(Br)[Br:20].C1(P(C2C=CC=CC=2)C2C=CC=CC=2)C=CC=CC=1. Product: [Br:20][CH2:7][C:6]1[S:5][C:4]([C:9]2[CH:14]=[CH:13][CH:12]=[C:11]([C:15]([F:18])([F:17])[F:16])[CH:10]=2)=[N:3][C:2]=1[CH3:1]. The catalyst class is: 4. (2) Reactant: [NH2:1][C:2]1[CH:7]=[CH:6][C:5]([NH2:8])=[CH:4][N:3]=1.[C:9](O[C:9]([O:11][C:12]([CH3:15])([CH3:14])[CH3:13])=[O:10])([O:11][C:12]([CH3:15])([CH3:14])[CH3:13])=[O:10].CN(C)CCN. Product: [NH2:1][C:2]1[N:3]=[CH:4][C:5]([NH:8][C:9](=[O:10])[O:11][C:12]([CH3:15])([CH3:14])[CH3:13])=[CH:6][CH:7]=1. The catalyst class is: 22. (3) Reactant: S(Cl)([Cl:4])(=O)=O.[CH2:6]([NH:8][C:9]([N:11]1[C:15]([CH3:16])=[CH:14][C:13]([O:17][C:18]2[C:23]([Cl:24])=[CH:22][C:21]([C:25]([F:28])([F:27])[F:26])=[CH:20][N:19]=2)=[N:12]1)=[O:10])[CH3:7]. Product: [CH2:6]([NH:8][C:9]([N:11]1[C:15]([CH3:16])=[C:14]([Cl:4])[C:13]([O:17][C:18]2[C:23]([Cl:24])=[CH:22][C:21]([C:25]([F:26])([F:27])[F:28])=[CH:20][N:19]=2)=[N:12]1)=[O:10])[CH3:7]. The catalyst class is: 15. (4) Reactant: [Cl:1][C:2]1[CH:3]=[C:4]2[C:8](=[CH:9][CH:10]=1)[C:7](=[O:11])[N:6]([C:12]1[C:21]3[CH2:20][CH2:19][CH2:18][C:17]4(OCC(C)(C)C[O:22]4)[C:16]=3[CH:15]=[N:14][CH:13]=1)[C:5]2([CH3:30])[CH3:29].Cl.O1CCOCC1. Product: [Cl:1][C:2]1[CH:3]=[C:4]2[C:8]([C:7](=[O:11])[N:6]([C:12]3[C:21]4[CH2:20][CH2:19][CH2:18][C:17](=[O:22])[C:16]=4[CH:15]=[N:14][CH:13]=3)[C:5]2([CH3:30])[CH3:29])=[CH:9][CH:10]=1. The catalyst class is: 5. (5) Reactant: [CH3:1][C:2]1[CH:11]=[CH:10][C:9]2[C:4](=[C:5]([CH3:13])[C:6]([OH:12])=[CH:7][CH:8]=2)[N:3]=1.I[CH:15]([CH3:17])[CH3:16].C(=O)([O-])[O-].[K+].[K+].O. Product: [CH:15]([O:12][C:6]1[C:5]([CH3:13])=[C:4]2[C:9]([CH:10]=[CH:11][C:2]([CH3:1])=[N:3]2)=[CH:8][CH:7]=1)([CH3:17])[CH3:16]. The catalyst class is: 21. (6) Reactant: [NH2:1][C@@H:2]([CH2:7][CH2:8][CH2:9][CH2:10][NH:11][C:12]([CH:14]1[CH2:17][C:16](=[O:18])[CH2:15]1)=[O:13])[C:3]([O:5]C)=[O:4].[NH4+].[OH-]. Product: [NH2:1][C@@H:2]([CH2:7][CH2:8][CH2:9][CH2:10][NH:11][C:12]([CH:14]1[CH2:17][C:16](=[O:18])[CH2:15]1)=[O:13])[C:3]([OH:5])=[O:4]. The catalyst class is: 6.